From a dataset of Full USPTO retrosynthesis dataset with 1.9M reactions from patents (1976-2016). Predict the reactants needed to synthesize the given product. (1) Given the product [NH2:34][C:27]1[N:28]=[C:29]([NH2:33])[C:30]([C:31]#[N:32])=[C:25]([NH:24][C@H:22]([C:13]2[N:12]=[C:11]3[C:7]([OH:6])=[CH:8][N:9]([CH3:35])[C:10]3=[CH:15][C:14]=2[N:16]2[CH2:21][CH2:20][O:19][CH2:18][CH2:17]2)[CH3:23])[N:26]=1, predict the reactants needed to synthesize it. The reactants are: [OH-].[Na+].C([O:6][C:7]1[C:11]2=[N:12][C:13]([C@@H:22]([NH:24][C:25]3[C:30]([C:31]#[N:32])=[C:29]([NH2:33])[N:28]=[C:27]([NH2:34])[N:26]=3)[CH3:23])=[C:14]([N:16]3[CH2:21][CH2:20][O:19][CH2:18][CH2:17]3)[CH:15]=[C:10]2[N:9]([CH3:35])[CH:8]=1)(=O)C.C(=O)(O)[O-].[Na+]. (2) Given the product [OH:9][C:8]1[CH:10]=[CH:11][C:3](/[CH:2]=[N:17]/[NH:16][C:14](=[O:15])[CH:13]([OH:12])[C:18]2[CH:23]=[CH:22][C:21]([O:24][CH3:25])=[CH:20][CH:19]=2)=[CH:4][C:5]=1[O:6][CH3:7], predict the reactants needed to synthesize it. The reactants are: O=[CH:2][C:3]1[CH:11]=[CH:10][C:8]([OH:9])=[C:5]([O:6][CH3:7])[CH:4]=1.[OH:12][CH:13]([C:18]1[CH:23]=[CH:22][C:21]([O:24][CH3:25])=[CH:20][CH:19]=1)[C:14]([NH:16][NH2:17])=[O:15]. (3) Given the product [C:18]1([C:16]([C:12]2[CH:11]=[C:10]3[C:15]([C:7]([CH:32]=[CH:3][C:2]4[CH:5]=[CH:41][CH:37]=[CH:38][CH:4]=4)=[N:8][N:9]3[CH2:24][O:25][CH2:26][CH2:27][Si:28]([CH3:31])([CH3:30])[CH3:29])=[CH:14][CH:13]=2)=[CH2:17])[CH:23]=[CH:22][CH:21]=[CH:20][CH:19]=1, predict the reactants needed to synthesize it. The reactants are: [Li][C:2]([CH3:5])([CH3:4])[CH3:3].I[C:7]1[C:15]2[C:10](=[CH:11][C:12]([C:16]([C:18]3[CH:23]=[CH:22][CH:21]=[CH:20][CH:19]=3)=[CH2:17])=[CH:13][CH:14]=2)[N:9]([CH2:24][O:25][CH2:26][CH2:27][Si:28]([CH3:31])([CH3:30])[CH3:29])[N:8]=1.[C:32](=O)(O)[O-].[Na+].[CH2:37]1[CH2:41]OC[CH2:38]1.